The task is: Predict the product of the given reaction.. This data is from Forward reaction prediction with 1.9M reactions from USPTO patents (1976-2016). (1) Given the reactants [F:1][C:2]1[C:7]([CH:8]=O)=[CH:6][CH:5]=[C:4]([F:10])[C:3]=1[C:11]1[N:16]=[C:15]([C:17]([O:19]C)=[O:18])[CH:14]=[CH:13][C:12]=1[F:21].Cl.[NH2:23]O, predict the reaction product. The product is: [C:8]([C:7]1[C:2]([F:1])=[C:3]([C:11]2[N:16]=[C:15]([C:17]([OH:19])=[O:18])[CH:14]=[CH:13][C:12]=2[F:21])[C:4]([F:10])=[CH:5][CH:6]=1)#[N:23]. (2) Given the reactants CO[C:3](=[O:29])[C:4]1[CH:9]=[CH:8][C:7]([CH3:10])=[C:6]([N:11]2[C:16](=[O:17])[C:15]([Cl:18])=[C:14]([O:19][CH2:20][C:21]3[CH:26]=[CH:25][CH:24]=[C:23]([F:27])[N:22]=3)[N:13]=[C:12]2[CH3:28])[CH:5]=1.[OH-].[Na+].[C:32](N1C=CN=C1)(N1C=CN=C1)=O.Cl.[CH3:45][N:46](C)[OH:47].C(N(CC)CC)C, predict the reaction product. The product is: [Cl:18][C:15]1[C:16](=[O:17])[N:11]([C:6]2[CH:5]=[C:4]([CH:9]=[CH:8][C:7]=2[CH3:10])[C:3]([N:46]([O:47][CH3:32])[CH3:45])=[O:29])[C:12]([CH3:28])=[N:13][C:14]=1[O:19][CH2:20][C:21]1[CH:26]=[CH:25][CH:24]=[C:23]([F:27])[N:22]=1. (3) The product is: [CH2:9]([N:8]1[C:3]2=[N:1][N:2]([CH2:26][C:16]3[C:25]4[C:20](=[CH:21][CH:22]=[CH:23][CH:24]=4)[CH:19]=[CH:18][CH:17]=3)[C:34]([C:30]3[S:31][CH:32]=[CH:33][C:29]=3[CH3:28])=[C:4]2[C:5](=[O:15])[N:6]([CH3:14])[C:7]1=[O:13])[CH:10]([CH3:11])[CH3:12]. Given the reactants [NH:1]([C:3]1[N:8]([CH2:9][CH:10]([CH3:12])[CH3:11])[C:7](=[O:13])[N:6]([CH3:14])[C:5](=[O:15])[CH:4]=1)[NH2:2].[C:16]1([CH:26]=O)[C:25]2[C:20](=[CH:21][CH:22]=[CH:23][CH:24]=2)[CH:19]=[CH:18][CH:17]=1.[CH3:28][C:29]1[CH:33]=[CH:32][S:31][C:30]=1[CH:34]=O, predict the reaction product. (4) Given the reactants [C:1]([O:4][C@@H:5]1[C@@H:18]([O:19][C:20](=[O:22])[CH3:21])[C@H:17]([O:23][C:24](=[O:26])[CH3:25])[CH2:16][S:15][C@H:6]1[O:7][C:8]1[CH:9]=[N:10][C:11](Br)=[CH:12][CH:13]=1)(=[O:3])[CH3:2].[Cl:27][C:28]1[CH:29]=[C:30](B(O)O)[CH:31]=[N:32][CH:33]=1, predict the reaction product. The product is: [C:1]([O:4][C@@H:5]1[C@@H:18]([O:19][C:20](=[O:22])[CH3:21])[C@H:17]([O:23][C:24](=[O:26])[CH3:25])[CH2:16][S:15][C@H:6]1[O:7][C:8]1[CH:9]=[N:10][C:11]([C:30]2[CH:31]=[N:32][CH:33]=[C:28]([Cl:27])[CH:29]=2)=[CH:12][CH:13]=1)(=[O:3])[CH3:2]. (5) Given the reactants CO[C:3](=[O:13])[C:4]1[C:9]([I:10])=[CH:8][CH:7]=[CH:6][C:5]=1[CH2:11]Br.[C:14]1([CH2:20][CH2:21][CH2:22][NH2:23])[CH:19]=[CH:18][CH:17]=[CH:16][CH:15]=1.C([O-])([O-])=O.[K+].[K+].C(OCC)(=O)C, predict the reaction product. The product is: [I:10][C:9]1[CH:8]=[CH:7][CH:6]=[C:5]2[C:4]=1[C:3](=[O:13])[N:23]([CH2:22][CH2:21][CH2:20][C:14]1[CH:19]=[CH:18][CH:17]=[CH:16][CH:15]=1)[CH2:11]2.